From a dataset of Forward reaction prediction with 1.9M reactions from USPTO patents (1976-2016). Predict the product of the given reaction. (1) Given the reactants [OH:1][C:2]1[CH:3]=[C:4]([NH:8][S:9]([C:12]2[CH:24]=[C:23]3[C:15]([C:16]4[CH:17]=[CH:18][C:19]([S:26]([NH:29][C:30]5[CH:31]=[C:32]([NH:36][C:37](=[O:39])[CH3:38])[CH:33]=[CH:34][CH:35]=5)(=[O:28])=[O:27])=[CH:20][C:21]=4[C:22]3=O)=[CH:14][CH:13]=2)(=[O:11])=[O:10])[CH:5]=[CH:6][CH:7]=1.Cl.[NH2:41][OH:42], predict the reaction product. The product is: [OH:42][N:41]=[C:22]1[C:21]2[CH:20]=[C:19]([S:26]([NH:29][C:30]3[CH:31]=[C:32]([NH:36][C:37](=[O:39])[CH3:38])[CH:33]=[CH:34][CH:35]=3)(=[O:27])=[O:28])[CH:18]=[CH:17][C:16]=2[C:15]2[C:23]1=[CH:24][C:12]([S:9]([NH:8][C:4]1[CH:5]=[CH:6][CH:7]=[C:2]([OH:1])[CH:3]=1)(=[O:11])=[O:10])=[CH:13][CH:14]=2. (2) Given the reactants [C:1]([N:5]1[CH2:10][CH2:9][C:8](=O)[CH2:7][CH2:6]1)([CH3:4])([CH3:3])[CH3:2].[O-]S([O-])(=O)=O.[Mg+2].[NH:18]([C:20]([O:22][C:23]([CH3:26])([CH3:25])[CH3:24])=[O:21])[NH2:19], predict the reaction product. The product is: [C:1]([N:5]1[CH2:10][CH2:9][C:8](=[N:19][NH:18][C:20]([O:22][C:23]([CH3:26])([CH3:25])[CH3:24])=[O:21])[CH2:7][CH2:6]1)([CH3:4])([CH3:3])[CH3:2]. (3) Given the reactants Cl.[NH2:2][C:3]1[C:4]([OH:19])=[C:5]([C:10]2[CH:15]=[CH:14][CH:13]=[C:12]([C:16]([OH:18])=[O:17])[CH:11]=2)[CH:6]=[C:7]([CH3:9])[CH:8]=1.[N:20]([O-])=O.[Na+].[CH3:24][C:25]1[CH2:26][C:27](=[O:40])[N:28]([C:30]2[CH:31]=[C:32]3[C:36](=[CH:37][CH:38]=2)[CH2:35][CH2:34][CH:33]3[CH3:39])[N:29]=1.C(=O)(O)[O-].[Na+], predict the reaction product. The product is: [OH:19][C:4]1[C:3]([NH:2][N:20]=[C:26]2[C:27](=[O:40])[N:28]([C:30]3[CH:31]=[C:32]4[C:36](=[CH:37][CH:38]=3)[CH2:35][CH2:34][CH:33]4[CH3:39])[N:29]=[C:25]2[CH3:24])=[CH:8][C:7]([CH3:9])=[CH:6][C:5]=1[C:10]1[CH:15]=[CH:14][CH:13]=[C:12]([C:16]([OH:18])=[O:17])[CH:11]=1.[C:10]1([C:5]2[CH:6]=[CH:7][CH:8]=[CH:3][CH:4]=2)[CH:15]=[CH:14][CH:13]=[C:12]([C:16]([OH:18])=[O:17])[CH:11]=1. (4) Given the reactants C([NH:4][C:5]1[CH:10]=[C:9]([C:11]2[CH:16]=[CH:15][C:14]([Cl:17])=[C:13]([O:18][CH3:19])[C:12]=2[F:20])[N:8]=[C:7]([C:21]([O:23]C)=[O:22])[C:6]=1[Cl:25])(=O)C.CO.[OH-].[Na+].N#N, predict the reaction product. The product is: [NH2:4][C:5]1[CH:10]=[C:9]([C:11]2[CH:16]=[CH:15][C:14]([Cl:17])=[C:13]([O:18][CH3:19])[C:12]=2[F:20])[N:8]=[C:7]([C:21]([OH:23])=[O:22])[C:6]=1[Cl:25]. (5) Given the reactants [Cl:1][C:2]1[CH:3]=[CH:4][C:5]([O:39][CH:40]([F:42])[F:41])=[C:6]([C:8]2[C:12]([NH:13][C:14]([C:16]3[CH:17]=[N:18][N:19]4[CH:24]=[CH:23][CH:22]=[N:21][C:20]=34)=[O:15])=[CH:11][N:10]([CH2:25][C:26]([N:28]3[CH2:33][CH2:32][CH:31]([NH:34][CH2:35][CH2:36][C:37]#[N:38])[CH2:30][CH2:29]3)=[O:27])[N:9]=2)[CH:7]=1.C=O.[C:45](O[BH-](OC(=O)C)OC(=O)C)(=O)C.[Na+], predict the reaction product. The product is: [Cl:1][C:2]1[CH:3]=[CH:4][C:5]([O:39][CH:40]([F:41])[F:42])=[C:6]([C:8]2[C:12]([NH:13][C:14]([C:16]3[CH:17]=[N:18][N:19]4[CH:24]=[CH:23][CH:22]=[N:21][C:20]=34)=[O:15])=[CH:11][N:10]([CH2:25][C:26]([N:28]3[CH2:29][CH2:30][CH:31]([N:34]([CH2:35][CH2:36][C:37]#[N:38])[CH3:45])[CH2:32][CH2:33]3)=[O:27])[N:9]=2)[CH:7]=1. (6) The product is: [CH2:17]1[CH2:23][CH2:21][CH:20]([N:7]=[C:8]=[N:9][CH:4]2[CH2:3][CH2:2][CH2:1][CH2:6][CH2:5]2)[CH2:19][CH2:18]1. Given the reactants [CH:1]1[CH:6]=[C:5]2[NH:7][C:8](C3C=CC(Br)=CC=3)=[N:9][C:4]2=[CH:3][CH:2]=1.[CH:17](O)=[CH:18][CH2:19][CH2:20][CH3:21].[C:23](Cl)(=O)C(Cl)=O, predict the reaction product. (7) The product is: [C:1]([C:3]1[N:8]=[CH:7][C:6]([C:9]2[CH2:14][CH2:13][N:12]([C:15]([O:17][C:18]([CH3:21])([CH3:20])[CH3:19])=[O:16])[CH2:11][CH:10]=2)=[CH:5][CH:4]=1)#[N:2]. Given the reactants [C:1]([C:3]1[N:8]=[CH:7][C:6]([C:9]2(O)[CH2:14][CH2:13][N:12]([C:15]([O:17][C:18]([CH3:21])([CH3:20])[CH3:19])=[O:16])[CH2:11][CH2:10]2)=[CH:5][CH:4]=1)#[N:2].O=P(Cl)(Cl)Cl, predict the reaction product.